From a dataset of Full USPTO retrosynthesis dataset with 1.9M reactions from patents (1976-2016). Predict the reactants needed to synthesize the given product. (1) The reactants are: N#N.[CH2:3]([O:5][C:6]([CH:8]1[CH2:13][CH2:12][CH:11]([O:14][C:15]2[CH:20]=[CH:19][C:18]([CH3:21])=[CH:17][N:16]=2)[CH2:10][CH2:9]1)=[O:7])[CH3:4].[Br:22]N1C(=O)CCC1=O. Given the product [CH2:3]([O:5][C:6]([CH:8]1[CH2:13][CH2:12][CH:11]([O:14][C:15]2[CH:20]=[CH:19][C:18]([CH2:21][Br:22])=[CH:17][N:16]=2)[CH2:10][CH2:9]1)=[O:7])[CH3:4], predict the reactants needed to synthesize it. (2) Given the product [C:19]([C:9]1[C@@H:10]([C:11]2[CH:16]=[CH:15][C:14]([C:17]#[N:18])=[CH:13][CH:12]=2)[N:5]2[N:4]=[C:3]([NH:2][C:38]([C:34]3[S:33][CH:37]=[CH:36][CH:35]=3)=[O:39])[N:32]=[C:6]2[N:7]([C:22]2[CH:27]=[CH:26][CH:25]=[C:24]([C:28]([F:29])([F:31])[F:30])[CH:23]=2)[C:8]=1[CH3:21])#[N:20], predict the reactants needed to synthesize it. The reactants are: Cl.[NH2:2][C:3]1[N:32]=[C:6]2[N:7]([C:22]3[CH:27]=[CH:26][CH:25]=[C:24]([C:28]([F:31])([F:30])[F:29])[CH:23]=3)[C:8]([CH3:21])=[C:9]([C:19]#[N:20])[C@@H:10]([C:11]3[CH:16]=[CH:15][C:14]([C:17]#[N:18])=[CH:13][CH:12]=3)[N:5]2[N:4]=1.[S:33]1[CH:37]=[CH:36][CH:35]=[C:34]1[C:38](Cl)=[O:39]. (3) Given the product [CH2:52]([S:49]([C:47]1[CH:46]=[CH:45][C:44]([OH:54])=[C:43]([NH:42][C:39]([C:34]2[NH:35][C:36]3[C:32]([CH:33]=2)=[CH:31][C:30]([O:29][CH3:28])=[CH:38][CH:37]=3)=[O:41])[CH:48]=1)(=[O:51])=[O:50])[CH3:53], predict the reactants needed to synthesize it. The reactants are: F[P-](F)(F)(F)(F)F.N1(O[P+](N(C)C)(N(C)C)N(C)C)C2C=CC=CC=2N=N1.[CH3:28][O:29][C:30]1[CH:31]=[C:32]2[C:36](=[CH:37][CH:38]=1)[NH:35][C:34]([C:39]([OH:41])=O)=[CH:33]2.[NH2:42][C:43]1[CH:48]=[C:47]([S:49]([CH2:52][CH3:53])(=[O:51])=[O:50])[CH:46]=[CH:45][C:44]=1[OH:54].Cl.